This data is from Forward reaction prediction with 1.9M reactions from USPTO patents (1976-2016). The task is: Predict the product of the given reaction. (1) Given the reactants C=C.[CH2:3]([O:7][C:8](=[O:11])[CH:9]=[CH2:10])[CH2:4][CH2:5][CH3:6].C(OCC1OC1)(=O)C(C)=C.C1(NCCC[Si](OC)(OC)OC)CCCCC1.N[SiH3], predict the reaction product. The product is: [CH2:3]=[CH2:4].[C:8]([O:7][CH2:3][CH2:4][CH2:5][CH3:6])(=[O:11])[CH:9]=[CH2:10]. (2) Given the reactants [Cl:1][C:2]1[CH:3]=[C:4]([C:9]2[CH:14]=[CH:13][C:12]([C:15]3([C:18]([OH:20])=[O:19])[CH2:17][CH2:16]3)=[CH:11][C:10]=2[F:21])[CH:5]=[CH:6][C:7]=1[Cl:8].C1(N=C=NC2CCCCC2)CCCCC1.[O:37]1[CH2:39][CH:38]1[CH2:40]O, predict the reaction product. The product is: [O:37]1[CH2:39][CH:38]1[CH2:40][O:19][C:18]([C:15]1([C:12]2[CH:13]=[CH:14][C:9]([C:4]3[CH:5]=[CH:6][C:7]([Cl:8])=[C:2]([Cl:1])[CH:3]=3)=[C:10]([F:21])[CH:11]=2)[CH2:17][CH2:16]1)=[O:20]. (3) Given the reactants [Br:1][C:2]1[C:7](=[O:8])[N:6]2[C:9]([CH3:13])=[CH:10][CH:11]=[CH:12][C:5]2=[N:4][C:3]=1[CH:14]=[O:15].[CH3:16][Mg]Br.CCOCC, predict the reaction product. The product is: [Br:1][C:2]1[C:7](=[O:8])[N:6]2[C:9]([CH3:13])=[CH:10][CH:11]=[CH:12][C:5]2=[N:4][C:3]=1[CH:14]([OH:15])[CH3:16]. (4) Given the reactants Cl[CH2:2][CH2:3][CH2:4][CH2:5][N:6]1[C:15]2[C:10](=[CH:11][CH:12]=[CH:13][CH:14]=2)[CH2:9][CH2:8][C:7]1=[O:16].BrCCCCN1C2C(=CC=CC=2)CCC1=O.[C:33]([C:37]1[N:42]=[C:41]([N:43]2[CH2:48][CH2:47][NH:46][CH2:45][CH2:44]2)[CH:40]=[C:39]([C:49]([F:52])([F:51])[F:50])[N:38]=1)([CH3:36])([CH3:35])[CH3:34].CCN(CC)CC, predict the reaction product. The product is: [C:33]([C:37]1[N:42]=[C:41]([N:43]2[CH2:44][CH2:45][N:46]([CH2:2][CH2:3][CH2:4][CH2:5][N:6]3[C:15]4[C:10](=[CH:11][CH:12]=[CH:13][CH:14]=4)[CH2:9][CH2:8][C:7]3=[O:16])[CH2:47][CH2:48]2)[CH:40]=[C:39]([C:49]([F:50])([F:51])[F:52])[N:38]=1)([CH3:36])([CH3:34])[CH3:35]. (5) Given the reactants [NH2:1][CH2:2][CH2:3][NH:4][S:5]([C:8]1[C:9]2[CH:10]=[CH:11][N:12]=[CH:13][C:14]=2[CH:15]=[CH:16][CH:17]=1)(=[O:7])=[O:6].Br[CH2:19][CH2:20][O:21][C:22]1[CH:27]=[CH:26][C:25]([Cl:28])=[CH:24][C:23]=1[C:29]([C:31]1[CH:36]=[CH:35][CH:34]=[CH:33][CH:32]=1)=[O:30].C(=O)([O-])[O-].[K+].[K+].CO, predict the reaction product. The product is: [ClH:28].[ClH:28].[C:29]([C:23]1[CH:24]=[C:25]([Cl:28])[CH:26]=[CH:27][C:22]=1[O:21][CH2:20][CH2:19][NH:1][CH2:2][CH2:3][NH:4][S:5]([C:8]1[C:9]2[CH:10]=[CH:11][N:12]=[CH:13][C:14]=2[CH:15]=[CH:16][CH:17]=1)(=[O:7])=[O:6])(=[O:30])[C:31]1[CH:36]=[CH:35][CH:34]=[CH:33][CH:32]=1.